From a dataset of Full USPTO retrosynthesis dataset with 1.9M reactions from patents (1976-2016). Predict the reactants needed to synthesize the given product. (1) Given the product [NH2:1][C:4]([C:7]1[CH:8]=[CH:9][C:10]([N:13]2[C:17]3[N:18]=[C:19]([NH:22][C:23]4[CH:24]=[N:25][N:26]([CH2:28][CH3:29])[CH:27]=4)[N:20]=[CH:21][C:16]=3[N:15]=[N:14]2)=[CH:11][CH:12]=1)([CH3:6])[CH3:5].[CH:30]([O-:33])=[O:32], predict the reactants needed to synthesize it. The reactants are: [N:1]([C:4]([C:7]1[CH:12]=[CH:11][C:10]([N:13]2[C:17]3[N:18]=[C:19]([NH:22][C:23]4[CH:24]=[N:25][N:26]([CH2:28][CH3:29])[CH:27]=4)[N:20]=[CH:21][C:16]=3[N:15]=[N:14]2)=[CH:9][CH:8]=1)([CH3:6])[CH3:5])=[N+]=[N-].[C:30]([OH:33])(=[O:32])C. (2) Given the product [Cl:29][C:3]1[C:2]([F:1])=[CH:7][CH:6]=[CH:5][C:4]=1[S:8]([NH:11][C:12]1[C:17]([O:18][CH3:19])=[N:16][C:15]([F:20])=[CH:14][N:13]=1)(=[O:9])=[O:10], predict the reactants needed to synthesize it. The reactants are: [F:1][C:2]1[CH:3]=[C:4]([S:8]([NH:11][C:12]2[C:17]([O:18][CH3:19])=[N:16][C:15]([F:20])=[CH:14][N:13]=2)(=[O:10])=[O:9])[CH:5]=[CH:6][CH:7]=1.[Li+].CC([N-]C(C)C)C.[Cl:29]C(Cl)(Cl)C(Cl)(Cl)Cl. (3) Given the product [Cl:23][C:20]1[CH:21]=[CH:22][C:17]2[C:40]3[C:41](=[O:42])[C:29]4[C:30]([CH2:31][C:32]=3[O:24][C:18]=2[CH:19]=1)=[CH:47][C:26]([OH:25])=[CH:27][CH:28]=4, predict the reactants needed to synthesize it. The reactants are: COC1C=C2C(CCC(=O)C2(C)C)=CC=1.Br[C:17]1[CH:22]=[CH:21][C:20]([Cl:23])=[CH:19][C:18]=1[OH:24].[OH:25][C:26]1[CH:27]=[CH:28][C:29]2[C:41](=[O:42])[C:40]3C4C(=CC(C#N)=CC=4)N[C:32]=3[C:31](C)(C)[C:30]=2[CH:47]=1.